Predict which catalyst facilitates the given reaction. From a dataset of Catalyst prediction with 721,799 reactions and 888 catalyst types from USPTO. (1) Reactant: C([O:5][C:6](=O)[CH2:7][N:8]([C:13]([O:15][C:16]([CH3:19])([CH3:18])[CH3:17])=[O:14])[CH2:9][C:10]([CH3:12])=[CH2:11])(C)(C)C.[BH4-].[Li+].O.Cl. Product: [C:16]([O:15][C:13]([N:8]([CH2:7][CH2:6][OH:5])[CH2:9][C:10]([CH3:12])=[CH2:11])=[O:14])([CH3:19])([CH3:18])[CH3:17]. The catalyst class is: 28. (2) Reactant: [CH3:1][N:2]1[C:7]2=[CH:8][S:9][C:10](C)=[C:6]2[C:5](=[O:12])[N:4]([CH3:13])[C:3]1=[O:14].[F:15][C:16]1[C:21]([F:22])=[C:20]([C:23]([F:26])([F:25])[F:24])[CH:19]=[CH:18][C:17]=1[C:27]1[N:28]=[C:29]([NH2:32])[S:30][CH:31]=1.CCN=C=NC[CH2:39][CH2:40]N(C)C.Cl.C1C=CC2N([OH:54])N=NC=2C=1. Product: [F:15][C:16]1[C:21]([F:22])=[C:20]([C:23]([F:26])([F:24])[F:25])[CH:19]=[CH:18][C:17]=1[C:27]1[N:28]=[C:29]([NH:32][C:39](=[O:54])[CH2:40][C:7]2[C:6]3[C:5](=[O:12])[N:4]([CH3:13])[C:3](=[O:14])[N:2]([CH3:1])[C:10]=3[S:9][CH:8]=2)[S:30][CH:31]=1. The catalyst class is: 864. (3) Reactant: C[O:2][C:3]([N:5]1[CH2:9][CH:8]([C:10]2[C:18]3[C:13](=[CH:14][C:15]([F:19])=[CH:16][CH:17]=3)[NH:12][CH:11]=2)[CH:7]2[N:20]([C:23](=[O:39])[CH:24]([NH:31][C:32]([O:34][C:35]([CH3:38])([CH3:37])[CH3:36])=[O:33])[CH:25]3[CH2:30][CH2:29][CH2:28][CH2:27][CH2:26]3)[CH2:21][CH2:22][CH:6]12)=O.[C:40]1([CH2:46]C(Cl)=O)[CH:45]=[CH:44][CH:43]=[CH:42][CH:41]=1. Product: [C:35]([O:34][C:32](=[O:33])[NH:31][CH:24]([CH:25]1[CH2:30][CH2:29][CH2:28][CH2:27][CH2:26]1)[C:23]([N:20]1[CH2:21][CH2:22][CH:6]2[N:5]([C:3](=[O:2])[CH2:46][C:40]3[CH:45]=[CH:44][CH:43]=[CH:42][CH:41]=3)[CH2:9][CH:8]([C:10]3[C:18]4[C:13](=[CH:14][C:15]([F:19])=[CH:16][CH:17]=4)[NH:12][CH:11]=3)[CH:7]12)=[O:39])([CH3:38])([CH3:37])[CH3:36]. The catalyst class is: 2. (4) Reactant: [CH2:1]([O:3][C:4]([C:6]1[CH:7]=[CH:8][C:9]2[N:13]=[C:12]([CH3:14])[N:11]([CH2:15][C:16]3[CH:21]=[CH:20][C:19]([CH:22]=[CH:23][C:24]4[CH:29]=[CH:28][CH:27]=[CH:26][CH:25]=4)=[CH:18][CH:17]=3)[C:10]=2[CH:30]=1)=[O:5])[CH3:2]. Product: [CH2:1]([O:3][C:4]([C:6]1[CH:7]=[CH:8][C:9]2[N:13]=[C:12]([CH3:14])[N:11]([CH2:15][C:16]3[CH:21]=[CH:20][C:19]([CH2:22][CH2:23][C:24]4[CH:29]=[CH:28][CH:27]=[CH:26][CH:25]=4)=[CH:18][CH:17]=3)[C:10]=2[CH:30]=1)=[O:5])[CH3:2]. The catalyst class is: 349. (5) Reactant: [NH2:1][C:2]1[N:7]([CH3:8])[C:6](=[O:9])[CH:5]=[C:4]([CH2:10][CH2:11][C:12]2[CH:13]=[C:14]([C:18]3[CH:23]=[CH:22][CH:21]=[C:20]([OH:24])[CH:19]=3)[CH:15]=[CH:16][CH:17]=2)[N:3]=1.C([O-])([O-])=O.[K+].[K+].[C:31]([O:34][CH2:35][CH2:36]Br)(=[O:33])[CH3:32]. Product: [C:31]([O:34][CH2:35][CH2:36][O:24][C:20]1[CH:19]=[C:18]([C:14]2[CH:15]=[CH:16][CH:17]=[C:12]([CH2:11][CH2:10][C:4]3[N:3]=[C:2]([NH2:1])[N:7]([CH3:8])[C:6](=[O:9])[CH:5]=3)[CH:13]=2)[CH:23]=[CH:22][CH:21]=1)(=[O:33])[CH3:32]. The catalyst class is: 3. (6) Reactant: [Cl:1][C:2]1[CH:3]=[C:4]([OH:16])[CH:5]=[C:6]([Cl:15])[C:7]=1[CH2:8][N:9]1[CH2:14][CH2:13][CH2:12][CH2:11][CH2:10]1.N1C=CC=CC=1.[F:23][C:24]([F:30])([F:29])[S:25](Cl)(=[O:27])=[O:26]. The catalyst class is: 2. Product: [Cl:1][C:2]1[CH:3]=[C:4]([O:16][S:25]([C:24]([F:30])([F:29])[F:23])(=[O:27])=[O:26])[CH:5]=[C:6]([Cl:15])[C:7]=1[CH2:8][N:9]1[CH2:10][CH2:11][CH2:12][CH2:13][CH2:14]1. (7) Reactant: [C:1]([O:5][C:6]([N:8]1[CH2:13][CH2:12][C:11](=O)[CH2:10][CH2:9]1)=[O:7])([CH3:4])([CH3:3])[CH3:2].[Cl:15][C:16]1[CH:22]=[CH:21][C:19]([NH2:20])=[CH:18][CH:17]=1.[Na]. Product: [C:1]([O:5][C:6]([N:8]1[CH2:13][CH2:12][CH:11]([NH:20][C:19]2[CH:21]=[CH:22][C:16]([Cl:15])=[CH:17][CH:18]=2)[CH2:10][CH2:9]1)=[O:7])([CH3:4])([CH3:3])[CH3:2]. The catalyst class is: 54. (8) Reactant: C(C1C=CC(OCC(O)=O)=CC=1)CC.[CH:15]([C:18]1[CH:32]=[CH:31][C:21]([O:22][CH2:23][C:24]([O:26]C(C)(C)C)=[O:25])=[CH:20][CH:19]=1)([CH3:17])[CH3:16]. Product: [CH:15]([C:18]1[CH:32]=[CH:31][C:21]([O:22][CH2:23][C:24]([OH:26])=[O:25])=[CH:20][CH:19]=1)([CH3:17])[CH3:16]. The catalyst class is: 281.